Dataset: Forward reaction prediction with 1.9M reactions from USPTO patents (1976-2016). Task: Predict the product of the given reaction. (1) Given the reactants Br[C:2]1[CH:7]=[CH:6][C:5]([C@@H:8]([NH:10][C:11]([CH:13]2[CH2:15][CH2:14]2)=[O:12])[CH3:9])=[CH:4][CH:3]=1.[F:16][C:17]([F:38])([F:37])[C:18]1[CH:23]=[C:22]([C:24]2([C:29]([F:32])([F:31])[F:30])[CH2:28][CH2:27][NH:26][CH2:25]2)[CH:21]=[C:20]([C:33]([F:36])([F:35])[F:34])[N:19]=1.CC(C)([O-])C.[Na+].O, predict the reaction product. The product is: [F:38][C:17]([F:16])([F:37])[C:18]1[CH:23]=[C:22]([C:24]2([C:29]([F:30])([F:31])[F:32])[CH2:28][CH2:27][N:26]([C:2]3[CH:7]=[CH:6][C:5]([C@@H:8]([NH:10][C:11]([CH:13]4[CH2:15][CH2:14]4)=[O:12])[CH3:9])=[CH:4][CH:3]=3)[CH2:25]2)[CH:21]=[C:20]([C:33]([F:34])([F:35])[F:36])[N:19]=1. (2) Given the reactants [CH:1]1[C:10]2[C:5](=[CH:6][CH:7]=[CH:8][CH:9]=2)[CH:4]=[CH:3][C:2]=1[C:11]([NH:13][CH2:14][CH2:15][NH:16][C:17]([C:19]1[CH:34]=[CH:33][C:22]([O:23][C@@H:24]2[CH2:29][CH2:28][C@H:27]([C:30](O)=[O:31])[CH2:26][CH2:25]2)=[CH:21][CH:20]=1)=[O:18])=[O:12].Cl.C([O:38][C:39](=[O:42])[CH2:40][NH2:41])C.Cl.C(N=C=NCCCN(C)C)C.O.ON1C2C=CC=CC=2N=N1, predict the reaction product. The product is: [CH:1]1[C:10]2[C:5](=[CH:6][CH:7]=[CH:8][CH:9]=2)[CH:4]=[CH:3][C:2]=1[C:11]([NH:13][CH2:14][CH2:15][NH:16][C:17]([C:19]1[CH:20]=[CH:21][C:22]([O:23][C@@H:24]2[CH2:29][CH2:28][C@H:27]([C:30]([NH:41][CH2:40][C:39]([OH:38])=[O:42])=[O:31])[CH2:26][CH2:25]2)=[CH:33][CH:34]=1)=[O:18])=[O:12]. (3) Given the reactants Br[C:2]1[CH:7]=[CH:6][C:5](/[CH:8]=[CH:9]/[C:10]2[N:11]([CH2:23][CH3:24])[CH:12]=[C:13]([C:15]3[CH:20]=[CH:19][C:18]([Cl:21])=[CH:17][C:16]=3[Cl:22])[N:14]=2)=[CH:4][CH:3]=1.[NH2:25][C:26]1[CH:31]=[CH:30][C:29](B(O)O)=[CH:28][CH:27]=1.Br[CH2:36][CH2:37][CH2:38][C:39]([O:41]C)=[O:40], predict the reaction product. The product is: [Cl:22][C:16]1[CH:17]=[C:18]([Cl:21])[CH:19]=[CH:20][C:15]=1[C:13]1[N:14]=[C:10](/[CH:9]=[CH:8]/[C:5]2[CH:6]=[CH:7][C:2]([C:29]3[CH:30]=[CH:31][C:26]([NH:25][CH2:36][CH2:37][CH2:38][C:39]([OH:41])=[O:40])=[CH:27][CH:28]=3)=[CH:3][CH:4]=2)[N:11]([CH2:23][CH3:24])[CH:12]=1. (4) Given the reactants Cl.Br[C:3]1[CH:8]=[CH:7][N:6]=[CH:5][CH:4]=1.C([O-])([O-])=O.[Na+].[Na+].[CH:15]([C:17]1[CH:18]=[C:19](B(O)O)[CH:20]=[CH:21][CH:22]=1)=[O:16], predict the reaction product. The product is: [N:6]1[CH:7]=[CH:8][C:3]([C:21]2[CH:22]=[C:17]([CH:18]=[CH:19][CH:20]=2)[CH:15]=[O:16])=[CH:4][CH:5]=1. (5) The product is: [CH:26]1([C:2]2[C:3]([NH:12][C@H:13]3[CH2:17][CH2:16][CH2:15][C@@H:14]3[NH:18][C:19](=[O:25])[O:20][C:21]([CH3:24])([CH3:23])[CH3:22])=[N:4][CH:5]=[C:6]([C:8]([F:11])([F:10])[F:9])[N:7]=2)[CH2:28][CH2:27]1. Given the reactants Br[C:2]1[C:3]([NH:12][C@H:13]2[CH2:17][CH2:16][CH2:15][C@@H:14]2[NH:18][C:19](=[O:25])[O:20][C:21]([CH3:24])([CH3:23])[CH3:22])=[N:4][CH:5]=[C:6]([C:8]([F:11])([F:10])[F:9])[N:7]=1.[CH:26]1(B(O)O)[CH2:28][CH2:27]1.C(=O)([O-])[O-].[K+].[K+], predict the reaction product. (6) Given the reactants [N+:1]([C:4]1[CH:5]=[CH:6][C:7]2[CH2:13][CH2:12][CH:11]([N:14]3[CH2:18][CH2:17][CH2:16][CH2:15]3)[CH2:10][CH2:9][C:8]=2[CH:19]=1)([O-])=O, predict the reaction product. The product is: [NH2:1][C:4]1[CH:5]=[CH:6][C:7]2[CH2:13][CH2:12][CH:11]([N:14]3[CH2:18][CH2:17][CH2:16][CH2:15]3)[CH2:10][CH2:9][C:8]=2[CH:19]=1. (7) Given the reactants [CH2:1]([O:8][CH2:9][N:10]1[C:15](=[O:16])[C:14]([Br:17])=[N:13][N:12]([CH2:18][C:19](F)(F)[C:20]2[CH:25]=[CH:24][CH:23]=[CH:22][CH:21]=2)[C:11]1=[O:28])[C:2]1[CH:7]=[CH:6][CH:5]=[CH:4][CH:3]=1.OCC1C=CC=C2C=1C=[CH:34][N:35]2[C:40]([O:42][C:43]([CH3:46])([CH3:45])[CH3:44])=[O:41], predict the reaction product. The product is: [CH2:1]([O:8][CH2:9][N:10]1[C:15](=[O:16])[C:14]([Br:17])=[N:13][N:12]([CH2:18][C:19]2[CH:24]=[CH:23][CH:22]=[C:21]3[C:20]=2[CH:25]=[CH:34][N:35]3[C:40]([O:42][C:43]([CH3:46])([CH3:45])[CH3:44])=[O:41])[C:11]1=[O:28])[C:2]1[CH:7]=[CH:6][CH:5]=[CH:4][CH:3]=1. (8) Given the reactants [NH2:1][CH2:2][C@H:3]1[N:8]([C:9]([C:11]2[N:12]=[C:13]([CH3:23])[S:14][C:15]=2[C:16]2[CH:17]=[C:18]([CH3:22])[CH:19]=[CH:20][CH:21]=2)=[O:10])[CH2:7][C@H:6]2[C@@H:4]1[CH2:5]2.[Cl:24][C:25]1[CH:26]=[C:27]([CH:31]=[CH:32][C:33]=1[Cl:34])[C:28](O)=[O:29], predict the reaction product. The product is: [Cl:24][C:25]1[CH:26]=[C:27]([CH:31]=[CH:32][C:33]=1[Cl:34])[C:28]([NH:1][CH2:2][C@H:3]1[N:8]([C:9]([C:11]2[N:12]=[C:13]([CH3:23])[S:14][C:15]=2[C:16]2[CH:17]=[C:18]([CH3:22])[CH:19]=[CH:20][CH:21]=2)=[O:10])[CH2:7][C@H:6]2[C@@H:4]1[CH2:5]2)=[O:29]. (9) Given the reactants [O:1]1[CH2:7][CH2:6][CH2:5][N:4]([S:8]([C:11]2[S:15][C:14]([NH:16]C(=O)C)=[N:13][CH:12]=2)(=[O:10])=[O:9])[CH2:3][CH2:2]1.Cl, predict the reaction product. The product is: [O:1]1[CH2:7][CH2:6][CH2:5][N:4]([S:8]([C:11]2[S:15][C:14]([NH2:16])=[N:13][CH:12]=2)(=[O:10])=[O:9])[CH2:3][CH2:2]1.